From a dataset of Forward reaction prediction with 1.9M reactions from USPTO patents (1976-2016). Predict the product of the given reaction. (1) Given the reactants C1C(=O)N([Br:8])C(=O)C1.[CH3:9][S:10]([C:13]1[CH:18]=[CH:17][C:16]([C:19]2[S:20][CH:21]=[CH:22][C:23]=2[CH2:24][C:25]([O:27][CH3:28])=[O:26])=[CH:15][CH:14]=1)(=[O:12])=[O:11].CC(O)=O, predict the reaction product. The product is: [Br:8][C:21]1[S:20][C:19]([C:16]2[CH:15]=[CH:14][C:13]([S:10]([CH3:9])(=[O:12])=[O:11])=[CH:18][CH:17]=2)=[C:23]([CH2:24][C:25]([O:27][CH3:28])=[O:26])[CH:22]=1. (2) Given the reactants [CH3:1][N:2]1[CH2:7][CH2:6][N:5]([C:8]2[CH:13]=[N:12][C:11]([NH2:14])=[C:10]([N:15]3[CH2:20][CH2:19][CH:18]([CH3:21])[CH2:17][CH2:16]3)[N:9]=2)[CH2:4][CH2:3]1.[C:22]([C:24]1[O:28][C:27]([C:29](Cl)=[O:30])=[CH:26][CH:25]=1)#[N:23].CCN(C(C)C)C(C)C, predict the reaction product. The product is: [CH3:1][N:2]1[CH2:3][CH2:4][N:5]([C:8]2[CH:13]=[N:12][C:11]([NH:14][C:29]([C:27]3[O:28][C:24]([C:22]#[N:23])=[CH:25][CH:26]=3)=[O:30])=[C:10]([N:15]3[CH2:16][CH2:17][CH:18]([CH3:21])[CH2:19][CH2:20]3)[N:9]=2)[CH2:6][CH2:7]1. (3) Given the reactants Cl.[CH:2]1([C:5]2[CH:6]=[C:7]([C@@H:11]([NH2:13])[CH3:12])[CH:8]=[CH:9][CH:10]=2)[CH2:4][CH2:3]1.[C:14]([C:16]([C:19]1[CH:20]=[C:21]([CH:37]=[CH:38][CH:39]=1)[CH2:22][N:23]1[C:31]2[C:26](=[CH:27][C:28]([C:32](O)=[O:33])=[CH:29][CH:30]=2)[C:25]([CH3:35])=[C:24]1[CH3:36])([CH3:18])[CH3:17])#[N:15], predict the reaction product. The product is: [C:14]([C:16]([C:19]1[CH:20]=[C:21]([CH:37]=[CH:38][CH:39]=1)[CH2:22][N:23]1[C:31]2[C:26](=[CH:27][C:28]([C:32]([NH:13][C@H:11]([C:7]3[CH:8]=[CH:9][CH:10]=[C:5]([CH:2]4[CH2:4][CH2:3]4)[CH:6]=3)[CH3:12])=[O:33])=[CH:29][CH:30]=2)[C:25]([CH3:35])=[C:24]1[CH3:36])([CH3:18])[CH3:17])#[N:15]. (4) Given the reactants Br[CH:2]([C:4]1[C:13]([Cl:14])=[N:12][C:11]2[C:6](=[CH:7][CH:8]=[C:9]([F:15])[CH:10]=2)[N:5]=1)[CH3:3].ClC1C(C(Cl)C)=NC2C(N=1)=CC(F)=CC=2.CN(C)C=O.[C:36]1(=[O:46])[NH:40][C:39](=[O:41])[C:38]2=[CH:42][CH:43]=[CH:44][CH:45]=[C:37]12.[K], predict the reaction product. The product is: [Cl:14][C:13]1[C:4]([CH:2]([N:40]2[C:36](=[O:46])[C:37]3[C:38](=[CH:42][CH:43]=[CH:44][CH:45]=3)[C:39]2=[O:41])[CH3:3])=[N:5][C:6]2[C:11]([N:12]=1)=[CH:10][C:9]([F:15])=[CH:8][CH:7]=2. (5) Given the reactants [NH2:1][C@H:2]1[CH2:6][CH2:5][N:4]([C@H:7]2[CH2:12][CH2:11][C@@H:10]([N:13]([C:15]([CH3:18])([CH3:17])[CH3:16])[CH3:14])[CH2:9][C@H:8]2[C:19]([O:21][CH3:22])=[O:20])[C:3]1=[O:23].[F:24][C:25]([F:36])([F:35])[C:26]1[CH:27]=[C:28]([CH:32]=[CH:33][CH:34]=1)[C:29](O)=[O:30].CCN=C=NCCCN(C)C.C1C=CC2N(O)N=NC=2C=1.CCN(CC)CC, predict the reaction product. The product is: [C:15]([N:13]([CH3:14])[C@H:10]1[CH2:9][C@@H:8]([C:19]([O:21][CH3:22])=[O:20])[C@@H:7]([N:4]2[CH2:5][CH2:6][C@H:2]([NH:1][C:29](=[O:30])[C:28]3[CH:32]=[CH:33][CH:34]=[C:26]([C:25]([F:24])([F:35])[F:36])[CH:27]=3)[C:3]2=[O:23])[CH2:12][CH2:11]1)([CH3:18])([CH3:17])[CH3:16]. (6) Given the reactants [NH2:1][C:2]1[CH:10]=[C:9]([F:11])[C:8]([F:12])=[CH:7][C:3]=1[C:4](O)=[O:5].O1CCCC1.C(Cl)(Cl)=O.[OH-].[NH4+:23], predict the reaction product. The product is: [NH2:1][C:2]1[CH:10]=[C:9]([F:11])[C:8]([F:12])=[CH:7][C:3]=1[C:4]([NH2:23])=[O:5]. (7) Given the reactants [H-].[Na+].[CH3:3][C:4]1[N:5]([CH2:22][CH2:23][OH:24])[C:6]2[C:11]([CH3:12])=[C:10]([CH3:13])[N:9]=[C:8](OC3C=CC=CC=3)[C:7]=2[N:21]=1.[CH2:25](Br)[CH:26]=[CH:27][C:28]1[CH:33]=[CH:32][CH:31]=[CH:30][CH:29]=1.C[N:36](C)C=O, predict the reaction product. The product is: [CH3:3][C:4]1[N:5]([CH2:22][CH2:23][O:24][CH2:25]/[CH:26]=[CH:27]/[C:28]2[CH:33]=[CH:32][CH:31]=[CH:30][CH:29]=2)[C:6]2[C:11]([CH3:12])=[C:10]([CH3:13])[N:9]=[C:8]([NH2:36])[C:7]=2[N:21]=1.